This data is from Catalyst prediction with 721,799 reactions and 888 catalyst types from USPTO. The task is: Predict which catalyst facilitates the given reaction. (1) The catalyst class is: 14. Product: [C:19]([O:18][C:16]([N:1]1[CH2:6][CH2:5][CH2:4][C@H:3]([O:7][C:8]2[CH:15]=[CH:14][CH:13]=[CH:12][C:9]=2[C:10]([OH:32])=[O:31])[CH2:2]1)=[O:17])([CH3:22])([CH3:21])[CH3:20]. Reactant: [NH:1]1[CH2:6][CH2:5][CH2:4][C@H:3]([O:7][C:8]2[CH:15]=[CH:14][CH:13]=[CH:12][C:9]=2[C:10]#N)[CH2:2]1.[C:16](O[C:16]([O:18][C:19]([CH3:22])([CH3:21])[CH3:20])=[O:17])([O:18][C:19]([CH3:22])([CH3:21])[CH3:20])=[O:17].[OH2:31].[OH-:32].[Na+]. (2) Reactant: CS(CSC)=O.[OH-:7].[K+].[Cl:9][C:10]1[S:11][C:12]([CH:15]=[C:16](S(C)=O)SC)=[CH:13][CH:14]=1.Cl.[CH2:23]([OH:25])[CH3:24]. Product: [Cl:9][C:10]1[S:11][C:12]([CH2:15][C:16]([O:25][CH2:23][CH3:24])=[O:7])=[CH:13][CH:14]=1. The catalyst class is: 5. (3) Reactant: [CH3:1][N:2]1[C:6]2[C:7]([C:15](OC)=O)=[CH:8][CH:9]=[C:10]([C:11]([F:14])([F:13])[F:12])[C:5]=2[NH:4][C:3]1=[O:19].[CH2:20]([Mg]Br)[CH3:21].[CH2:24](OCC)[CH3:25].Cl. Product: [CH2:24]([C:15]([C:7]1[C:6]2[N:2]([CH3:1])[C:3](=[O:19])[NH:4][C:5]=2[C:10]([C:11]([F:14])([F:13])[F:12])=[CH:9][CH:8]=1)=[CH:20][CH3:21])[CH3:25]. The catalyst class is: 670. (4) Reactant: [Cl:1][C:2]1[N:3]=[N:4][CH:5]=[C:6](Cl)[CH:7]=1.[CH3:9][O:10][CH:11]([CH3:13])[O-].[Na+].C[OH:16]. Product: [NH4+:3].[OH-:10].[Cl:1][C:2]1[N:3]=[N:4][CH:5]=[C:6]([O:16][CH2:13][CH2:11][O:10][CH3:9])[CH:7]=1. The catalyst class is: 76. (5) Reactant: O[CH2:2][C:3]1[N:4]=[CH:5][N:6]([C:8]2[CH:13]=[CH:12][C:11]([N:14]3[CH:19]=[CH:18][CH:17]=[CH:16][C:15]3=[O:20])=[CH:10][CH:9]=2)[CH:7]=1.O=S(Cl)Cl.[N-:25]=[N+:26]=[N-:27].[Na+].O. Product: [N:25]([CH2:2][C:3]1[N:4]=[CH:5][N:6]([C:8]2[CH:13]=[CH:12][C:11]([N:14]3[CH:19]=[CH:18][CH:17]=[CH:16][C:15]3=[O:20])=[CH:10][CH:9]=2)[CH:7]=1)=[N+:26]=[N-:27]. The catalyst class is: 210. (6) Reactant: [N:1]1([C:6]([C:8]2[CH:13]=[CH:12][C:11]([C:14]3[CH:15]=[CH:16][C:17]4[CH:23]=[CH:22][CH2:21][C:20](NC(=O)[O-])=[N:19][C:18]=4[CH:28]=3)=[CH:10][CH:9]=2)=[O:7])[CH2:5][CH2:4][CH2:3][CH2:2]1.[C:29](O)([C:31](F)(F)F)=[O:30].[NH3:36].[CH3:37][OH:38]. Product: [NH2:36][C:20]1[CH2:21][C:22]([C:37]([N:1]([CH2:5][CH2:31][CH2:29][OH:30])[CH2:2][CH2:3][CH3:4])=[O:38])=[CH:23][C:17]2[CH:16]=[CH:15][C:14]([C:11]3[CH:12]=[CH:13][C:8]([C:6]([N:1]4[CH2:5][CH2:4][CH2:3][CH2:2]4)=[O:7])=[CH:9][CH:10]=3)=[CH:28][C:18]=2[N:19]=1. The catalyst class is: 2.